Dataset: Forward reaction prediction with 1.9M reactions from USPTO patents (1976-2016). Task: Predict the product of the given reaction. (1) Given the reactants [Cl:1][C:2]1[N:7]=[C:6]([CH:8]=O)[CH:5]=[C:4]([N:10]2[CH2:15][CH2:14][O:13][CH2:12][CH2:11]2)[N:3]=1.[CH3:16][NH:17][CH2:18][C:19]1[CH:20]=[N:21][CH:22]=[CH:23][CH:24]=1, predict the reaction product. The product is: [Cl:1][C:2]1[N:7]=[C:6]([CH2:8][N:17]([CH3:16])[CH2:18][C:19]2[CH:20]=[N:21][CH:22]=[CH:23][CH:24]=2)[CH:5]=[C:4]([N:10]2[CH2:15][CH2:14][O:13][CH2:12][CH2:11]2)[N:3]=1. (2) Given the reactants I[C:2]1[N:3]=[CH:4][N:5]([C:7]2[N:12]=[C:11]([C:13]3[CH:18]=[CH:17][C:16]([C:19]([F:22])([F:21])[F:20])=[CH:15][CH:14]=3)[CH:10]=[C:9]([CH3:23])[N:8]=2)[CH:6]=1.[C:24]([NH:28][S:29]([C:32]1[S:33][C:34](B2OC(C)(C)C(C)(C)O2)=[CH:35][CH:36]=1)(=[O:31])=[O:30])([CH3:27])([CH3:26])[CH3:25], predict the reaction product. The product is: [C:24]([NH:28][S:29]([C:32]1[S:33][C:34]([C:2]2[N:3]=[CH:4][N:5]([C:7]3[N:8]=[C:9]([CH3:23])[CH:10]=[C:11]([C:13]4[CH:18]=[CH:17][C:16]([C:19]([F:22])([F:21])[F:20])=[CH:15][CH:14]=4)[N:12]=3)[CH:6]=2)=[CH:35][CH:36]=1)(=[O:30])=[O:31])([CH3:27])([CH3:25])[CH3:26].